This data is from Forward reaction prediction with 1.9M reactions from USPTO patents (1976-2016). The task is: Predict the product of the given reaction. (1) Given the reactants [C:1]([C:3]1[CH:8]=[CH:7][C:6]([C:9](=[O:22])[CH2:10][S:11][C:12]2[NH:16][C:15]([C:17]([O:19][CH2:20][CH3:21])=[O:18])=[CH:14][N:13]=2)=[CH:5][C:4]=1[F:23])#[N:2].[BH4-].[Na+], predict the reaction product. The product is: [C:1]([C:3]1[CH:8]=[CH:7][C:6]([CH:9]([OH:22])[CH2:10][S:11][C:12]2[NH:16][C:15]([C:17]([O:19][CH2:20][CH3:21])=[O:18])=[CH:14][N:13]=2)=[CH:5][C:4]=1[F:23])#[N:2]. (2) Given the reactants [CH3:1][O:2][C:3]1[C:8]([O:9][CH3:10])=[CH:7][CH:6]=[C:5]([C:11]#[N:12])[N:4]=1.Cl, predict the reaction product. The product is: [CH3:1][O:2][C:3]1[C:8]([O:9][CH3:10])=[CH:7][CH:6]=[C:5]([CH2:11][NH2:12])[N:4]=1.